Dataset: Catalyst prediction with 721,799 reactions and 888 catalyst types from USPTO. Task: Predict which catalyst facilitates the given reaction. (1) Reactant: C(O)(=O)C1C=CC=C(C(O)=O)C=1.[CH2:13]([C:17]1[O:18][C:19]2[CH:56]=[CH:55][CH:54]=[CH:53][C:20]=2[C:21]=1[C:22]1[O:23][C:24]([C:27]2[CH:28]=[C:29]3[C:34](=[CH:35][CH:36]=2)[CH:33]=[C:32]([O:37][CH2:38][C:39]2[CH:48]=[CH:47][C:42]([C:43]([O:45]C)=[O:44])=[CH:41][C:40]=2[C:49]([O:51]C)=[O:50])[CH:31]=[CH:30]3)=[CH:25][N:26]=1)[CH2:14][CH2:15][CH3:16].[OH-].[Na+].CO. Product: [CH2:13]([C:17]1[O:18][C:19]2[CH:56]=[CH:55][CH:54]=[CH:53][C:20]=2[C:21]=1[C:22]1[O:23][C:24]([C:27]2[CH:28]=[C:29]3[C:34](=[CH:35][CH:36]=2)[CH:33]=[C:32]([O:37][CH2:38][C:39]2[CH:48]=[CH:47][C:42]([C:43]([OH:45])=[O:44])=[CH:41][C:40]=2[C:49]([OH:51])=[O:50])[CH:31]=[CH:30]3)=[CH:25][N:26]=1)[CH2:14][CH2:15][CH3:16]. The catalyst class is: 20. (2) Reactant: [C:1]([Si:5]([CH3:8])([CH3:7])Cl)([CH3:4])([CH3:3])[CH3:2].[NH2:9][CH2:10][C@H:11]([OH:13])[CH3:12].C(N(CC)CC)C. The catalyst class is: 2. Product: [Si:5]([O:13][C@H:11]([CH3:12])[CH2:10][NH2:9])([C:1]([CH3:4])([CH3:3])[CH3:2])([CH3:8])[CH3:7]. (3) Reactant: [N:1]1[CH:6]=[CH:5][CH:4]=[CH:3][C:2]=1[O:7][CH2:8][CH2:9][O:10][C:11]1[N:16]=[C:15]([N:17]2[CH2:22][CH2:21][O:20][CH2:19][CH2:18]2)[CH:14]=[C:13]([NH:23][NH2:24])[N:12]=1.[N:25]([O-])=O.[Na+]. Product: [N:23]([C:13]1[N:12]=[C:11]([O:10][CH2:9][CH2:8][O:7][C:2]2[CH:3]=[CH:4][CH:5]=[CH:6][N:1]=2)[N:16]=[C:15]([N:17]2[CH2:22][CH2:21][O:20][CH2:19][CH2:18]2)[CH:14]=1)=[N+:24]=[N-:25]. The catalyst class is: 52. (4) Reactant: [N:1]1([C:7]([C:9]2[CH:10]=[C:11]([CH:13]=[C:14]([C:16]([F:19])([F:18])[F:17])[CH:15]=2)[NH2:12])=[O:8])[CH2:6][CH2:5][O:4][CH2:3][CH2:2]1.N1C=CC=CC=1.Cl[C:27](OC1C=CC=CC=1)=[O:28].[Cl:36][C:37]1[CH:43]=[C:42]([O:44][C:45]2[C:46]3[N:53]([CH3:54])[CH:52]=[CH:51][C:47]=3[N:48]=[CH:49][N:50]=2)[CH:41]=[CH:40][C:38]=1[NH2:39]. Product: [Cl:36][C:37]1[CH:43]=[C:42]([O:44][C:45]2[C:46]3[N:53]([CH3:54])[CH:52]=[CH:51][C:47]=3[N:48]=[CH:49][N:50]=2)[CH:41]=[CH:40][C:38]=1[NH:39][C:27]([NH:12][C:11]1[CH:13]=[C:14]([C:16]([F:17])([F:19])[F:18])[CH:15]=[C:9]([C:7]([N:1]2[CH2:6][CH2:5][O:4][CH2:3][CH2:2]2)=[O:8])[CH:10]=1)=[O:28]. The catalyst class is: 60. (5) Reactant: C([O:3][C:4]([C:6]1[C:14]2[C:9](=[CH:10][CH:11]=[CH:12][CH:13]=2)[N:8]([C:15]2[CH:16]=[N:17][CH:18]=[C:19]([C@@H:21]3[CH2:25][CH2:24][CH2:23][N:22]3[C:26](=[O:45])[C@@H:27]([NH:31][C:32](=[O:44])[C@@H:33]([N:35]([C:37]([O:39][C:40]([CH3:43])([CH3:42])[CH3:41])=[O:38])[CH3:36])[CH3:34])[CH:28]([CH3:30])[CH3:29])[CH:20]=2)[CH:7]=1)=[O:5])C.[Li+].[OH-]. Product: [C:40]([O:39][C:37]([N:35]([CH3:36])[C@@H:33]([CH3:34])[C:32]([NH:31][C@@H:27]([CH:28]([CH3:29])[CH3:30])[C:26]([N:22]1[CH2:23][CH2:24][CH2:25][C@H:21]1[C:19]1[CH:20]=[C:15]([N:8]2[C:9]3[C:14](=[CH:13][CH:12]=[CH:11][CH:10]=3)[C:6]([C:4]([OH:5])=[O:3])=[CH:7]2)[CH:16]=[N:17][CH:18]=1)=[O:45])=[O:44])=[O:38])([CH3:43])([CH3:42])[CH3:41]. The catalyst class is: 87. (6) Reactant: [CH2:1]([N:3]1[C:15]2[CH:14]=[CH:13][C:12]([NH:16][C:17](=[O:24])[CH2:18][CH:19]([CH3:23])[CH2:20][CH2:21][OH:22])=[CH:11][C:10]=2[C:9]2[C:4]1=[CH:5][CH:6]=[CH:7][CH:8]=2)[CH3:2].[Cl:25][C:26]1[CH:33]=[C:32](F)[CH:31]=[CH:30][C:27]=1[C:28]#[N:29].CC(C)([O-])C.[K+].O. Product: [Cl:25][C:26]1[CH:33]=[C:32]([CH:31]=[CH:30][C:27]=1[C:28]#[N:29])[O:22][CH2:21][CH2:20][CH:19]([CH3:23])[CH2:18][C:17]([NH:16][C:12]1[CH:13]=[CH:14][C:15]2[N:3]([CH2:1][CH3:2])[C:4]3[C:9]([C:10]=2[CH:11]=1)=[CH:8][CH:7]=[CH:6][CH:5]=3)=[O:24]. The catalyst class is: 1. (7) Reactant: [Br:1][C:2]1[N:15]=[C:5]2[C:6]([O:13][CH3:14])=[CH:7][C:8]([C:10]([OH:12])=O)=[CH:9][N:4]2[N:3]=1.Cl.[CH3:17][CH:18]1[O:23][CH2:22][C@@H:21]([CH3:24])[NH:20][CH2:19]1.C(N(CC)C(C)C)(C)C.CN(C(ON1N=NC2C=CC=NC1=2)=[N+](C)C)C.F[P-](F)(F)(F)(F)F. Product: [Br:1][C:2]1[N:15]=[C:5]2[C:6]([O:13][CH3:14])=[CH:7][C:8]([C:10]([N:20]3[C@H:21]([CH3:24])[CH2:22][O:23][CH:18]([CH3:17])[CH2:19]3)=[O:12])=[CH:9][N:4]2[N:3]=1. The catalyst class is: 9. (8) Reactant: [F:1][C:2]([F:13])([F:12])[C:3]([N:5]1[CH2:10][CH2:9][CH:8]([NH2:11])[CH2:7][CH2:6]1)=[O:4].[O:14]=[C:15]1[NH:24][C:23]2[N:22]=[C:21]([CH:25]=O)[CH:20]=[CH:19][C:18]=2[CH:17]=[CH:16]1.C(O)(=O)C.C(O[BH-](OC(=O)C)OC(=O)C)(=O)C.[Na+]. Product: [F:13][C:2]([F:1])([F:12])[C:3]([N:5]1[CH2:10][CH2:9][CH:8]([NH:11][CH2:25][C:21]2[N:22]=[C:23]3[C:18]([CH:17]=[CH:16][C:15](=[O:14])[NH:24]3)=[CH:19][CH:20]=2)[CH2:7][CH2:6]1)=[O:4]. The catalyst class is: 46. (9) Reactant: [Br:1][C:2]1[CH:11]=[C:10]2[C:5]([CH:6]=[C:7]([C@@H:13]([NH:15][S@](C(C)(C)C)=O)[CH3:14])[C:8](=[O:12])[NH:9]2)=[CH:4][C:3]=1[Cl:22].Cl. Product: [NH2:15][C@H:13]([C:7]1[C:8](=[O:12])[NH:9][C:10]2[C:5]([CH:6]=1)=[CH:4][C:3]([Cl:22])=[C:2]([Br:1])[CH:11]=2)[CH3:14]. The catalyst class is: 459. (10) Reactant: [O:1]=[C:2]([CH2:8][C:9]1[CH:14]=[CH:13][CH:12]=[CH:11][CH:10]=1)[CH2:3][C:4]([O:6][CH3:7])=[O:5].S(Cl)([Cl:18])(=O)=O. Product: [Cl:18][CH:3]([C:2](=[O:1])[CH2:8][C:9]1[CH:14]=[CH:13][CH:12]=[CH:11][CH:10]=1)[C:4]([O:6][CH3:7])=[O:5]. The catalyst class is: 4.